Dataset: NCI-60 drug combinations with 297,098 pairs across 59 cell lines. Task: Regression. Given two drug SMILES strings and cell line genomic features, predict the synergy score measuring deviation from expected non-interaction effect. (1) Drug 1: CC1=C2C(C(=O)C3(C(CC4C(C3C(C(C2(C)C)(CC1OC(=O)C(C(C5=CC=CC=C5)NC(=O)OC(C)(C)C)O)O)OC(=O)C6=CC=CC=C6)(CO4)OC(=O)C)OC)C)OC. Drug 2: C1CC(=O)NC(=O)C1N2C(=O)C3=CC=CC=C3C2=O. Cell line: HCT-15. Synergy scores: CSS=54.1, Synergy_ZIP=-4.98, Synergy_Bliss=-7.37, Synergy_Loewe=-71.5, Synergy_HSA=-7.68. (2) Drug 1: CC12CCC(CC1=CCC3C2CCC4(C3CC=C4C5=CN=CC=C5)C)O. Drug 2: COC1=NC(=NC2=C1N=CN2C3C(C(C(O3)CO)O)O)N. Cell line: MDA-MB-231. Synergy scores: CSS=10.4, Synergy_ZIP=1.84, Synergy_Bliss=8.40, Synergy_Loewe=2.13, Synergy_HSA=5.19. (3) Drug 1: CCC1=CC2CC(C3=C(CN(C2)C1)C4=CC=CC=C4N3)(C5=C(C=C6C(=C5)C78CCN9C7C(C=CC9)(C(C(C8N6C)(C(=O)OC)O)OC(=O)C)CC)OC)C(=O)OC.C(C(C(=O)O)O)(C(=O)O)O. Drug 2: C1C(C(OC1N2C=NC3=C(N=C(N=C32)Cl)N)CO)O. Cell line: SNB-19. Synergy scores: CSS=34.2, Synergy_ZIP=-2.43, Synergy_Bliss=-0.210, Synergy_Loewe=-9.40, Synergy_HSA=0.892. (4) Drug 1: C1CN1P(=S)(N2CC2)N3CC3. Drug 2: C1CC(C1)(C(=O)O)C(=O)O.[NH2-].[NH2-].[Pt+2]. Cell line: OVCAR-5. Synergy scores: CSS=26.7, Synergy_ZIP=-5.48, Synergy_Bliss=-2.62, Synergy_Loewe=0.523, Synergy_HSA=2.39. (5) Drug 1: C1=CC(=CC=C1CC(C(=O)O)N)N(CCCl)CCCl.Cl. Drug 2: CC1CCC2CC(C(=CC=CC=CC(CC(C(=O)C(C(C(=CC(C(=O)CC(OC(=O)C3CCCCN3C(=O)C(=O)C1(O2)O)C(C)CC4CCC(C(C4)OC)O)C)C)O)OC)C)C)C)OC. Cell line: NCI-H522. Synergy scores: CSS=20.5, Synergy_ZIP=-9.95, Synergy_Bliss=-7.11, Synergy_Loewe=-12.1, Synergy_HSA=-1.59. (6) Drug 1: CCN(CC)CCNC(=O)C1=C(NC(=C1C)C=C2C3=C(C=CC(=C3)F)NC2=O)C. Drug 2: CC(C)CN1C=NC2=C1C3=CC=CC=C3N=C2N. Cell line: DU-145. Synergy scores: CSS=-0.137, Synergy_ZIP=-1.22, Synergy_Bliss=-5.28, Synergy_Loewe=-4.81, Synergy_HSA=-6.41. (7) Drug 1: C1CCC(C1)C(CC#N)N2C=C(C=N2)C3=C4C=CNC4=NC=N3. Drug 2: CC(CN1CC(=O)NC(=O)C1)N2CC(=O)NC(=O)C2. Cell line: SK-MEL-5. Synergy scores: CSS=3.47, Synergy_ZIP=2.07, Synergy_Bliss=5.02, Synergy_Loewe=-13.5, Synergy_HSA=-11.4. (8) Drug 1: CC(C1=C(C=CC(=C1Cl)F)Cl)OC2=C(N=CC(=C2)C3=CN(N=C3)C4CCNCC4)N. Drug 2: CC1CCC2CC(C(=CC=CC=CC(CC(C(=O)C(C(C(=CC(C(=O)CC(OC(=O)C3CCCCN3C(=O)C(=O)C1(O2)O)C(C)CC4CCC(C(C4)OC)O)C)C)O)OC)C)C)C)OC. Cell line: SR. Synergy scores: CSS=87.8, Synergy_ZIP=9.96, Synergy_Bliss=8.03, Synergy_Loewe=6.70, Synergy_HSA=11.5. (9) Drug 1: CC1CCC2CC(C(=CC=CC=CC(CC(C(=O)C(C(C(=CC(C(=O)CC(OC(=O)C3CCCCN3C(=O)C(=O)C1(O2)O)C(C)CC4CCC(C(C4)OC)OCCO)C)C)O)OC)C)C)C)OC. Drug 2: C1=CN(C=N1)CC(O)(P(=O)(O)O)P(=O)(O)O. Cell line: SF-268. Synergy scores: CSS=7.47, Synergy_ZIP=-1.18, Synergy_Bliss=2.68, Synergy_Loewe=-4.86, Synergy_HSA=-1.56. (10) Drug 1: CS(=O)(=O)C1=CC(=C(C=C1)C(=O)NC2=CC(=C(C=C2)Cl)C3=CC=CC=N3)Cl. Drug 2: C#CCC(CC1=CN=C2C(=N1)C(=NC(=N2)N)N)C3=CC=C(C=C3)C(=O)NC(CCC(=O)O)C(=O)O. Cell line: PC-3. Synergy scores: CSS=43.4, Synergy_ZIP=-1.43, Synergy_Bliss=-2.64, Synergy_Loewe=-56.2, Synergy_HSA=-3.02.